Regression. Given a peptide amino acid sequence and an MHC pseudo amino acid sequence, predict their binding affinity value. This is MHC class II binding data. From a dataset of Peptide-MHC class II binding affinity with 134,281 pairs from IEDB. (1) The peptide sequence is ASIIRLVGAVLAEQH. The MHC is HLA-DPA10201-DPB11401 with pseudo-sequence HLA-DPA10201-DPB11401. The binding affinity (normalized) is 0.232. (2) The peptide sequence is GGLQIVDKIDAAFKI. The MHC is DRB1_1501 with pseudo-sequence DRB1_1501. The binding affinity (normalized) is 0.641. (3) The peptide sequence is VIPEGWKADTAYESK. The binding affinity (normalized) is 0.253. The MHC is DRB1_0405 with pseudo-sequence DRB1_0405. (4) The peptide sequence is WKTWGKNLVFSPGRK. The MHC is DRB3_0202 with pseudo-sequence DRB3_0202. The binding affinity (normalized) is 0.486. (5) The peptide sequence is PNRDGDSYYYSEPTS. The MHC is DRB1_0404 with pseudo-sequence DRB1_0404. The binding affinity (normalized) is 0. (6) The peptide sequence is DLGYAPATPAAPGAG. The MHC is HLA-DQA10301-DQB10302 with pseudo-sequence HLA-DQA10301-DQB10302. The binding affinity (normalized) is 0.262. (7) The MHC is DRB1_1302 with pseudo-sequence DRB1_1302. The binding affinity (normalized) is 0.876. The peptide sequence is AFMLAWNYGVPRVMS. (8) The MHC is HLA-DQA10501-DQB10301 with pseudo-sequence HLA-DQA10501-DQB10301. The peptide sequence is KVAATAANAAPANDK. The binding affinity (normalized) is 0.743. (9) The peptide sequence is EGRKVAIKGPLRISA. The MHC is DRB1_0404 with pseudo-sequence DRB1_0404. The binding affinity (normalized) is 0.490. (10) The peptide sequence is VKITDKNYEHIAAYH. The MHC is DRB1_0401 with pseudo-sequence DRB1_0401. The binding affinity (normalized) is 0.323.